From a dataset of NCI-60 drug combinations with 297,098 pairs across 59 cell lines. Regression. Given two drug SMILES strings and cell line genomic features, predict the synergy score measuring deviation from expected non-interaction effect. (1) Drug 1: C1=C(C(=O)NC(=O)N1)F. Drug 2: COC1=NC(=NC2=C1N=CN2C3C(C(C(O3)CO)O)O)N. Cell line: IGROV1. Synergy scores: CSS=32.4, Synergy_ZIP=3.07, Synergy_Bliss=2.83, Synergy_Loewe=-10.7, Synergy_HSA=0.502. (2) Drug 1: CC1=CC2C(CCC3(C2CCC3(C(=O)C)OC(=O)C)C)C4(C1=CC(=O)CC4)C. Drug 2: C1C(C(OC1N2C=C(C(=O)NC2=O)F)CO)O. Cell line: SF-268. Synergy scores: CSS=10.2, Synergy_ZIP=-12.0, Synergy_Bliss=-14.6, Synergy_Loewe=-30.3, Synergy_HSA=-17.7. (3) Drug 1: C1=NC2=C(N1)C(=S)N=C(N2)N. Drug 2: CC1=C(C(=O)C2=C(C1=O)N3CC4C(C3(C2COC(=O)N)OC)N4)N. Cell line: A549. Synergy scores: CSS=52.7, Synergy_ZIP=-1.08, Synergy_Bliss=-0.984, Synergy_Loewe=-1.62, Synergy_HSA=3.14. (4) Drug 1: CC12CCC3C(C1CCC2O)C(CC4=C3C=CC(=C4)O)CCCCCCCCCS(=O)CCCC(C(F)(F)F)(F)F. Drug 2: C1CN(P(=O)(OC1)NCCCl)CCCl. Cell line: SK-MEL-5. Synergy scores: CSS=11.7, Synergy_ZIP=-2.66, Synergy_Bliss=1.46, Synergy_Loewe=-0.437, Synergy_HSA=2.89. (5) Drug 1: CC1=CC2C(CCC3(C2CCC3(C(=O)C)OC(=O)C)C)C4(C1=CC(=O)CC4)C. Drug 2: C(CC(=O)O)C(=O)CN.Cl. Cell line: PC-3. Synergy scores: CSS=7.15, Synergy_ZIP=-2.64, Synergy_Bliss=-3.17, Synergy_Loewe=-7.72, Synergy_HSA=-6.14. (6) Drug 1: C1=CC(=CC=C1C#N)C(C2=CC=C(C=C2)C#N)N3C=NC=N3. Drug 2: CCCCCOC(=O)NC1=NC(=O)N(C=C1F)C2C(C(C(O2)C)O)O. Cell line: MALME-3M. Synergy scores: CSS=-5.08, Synergy_ZIP=1.70, Synergy_Bliss=-2.03, Synergy_Loewe=-6.82, Synergy_HSA=-5.97.